Dataset: NCI-60 drug combinations with 297,098 pairs across 59 cell lines. Task: Regression. Given two drug SMILES strings and cell line genomic features, predict the synergy score measuring deviation from expected non-interaction effect. (1) Drug 1: C1CC(=O)NC(=O)C1N2CC3=C(C2=O)C=CC=C3N. Drug 2: C1=CC(=CC=C1CCC2=CNC3=C2C(=O)NC(=N3)N)C(=O)NC(CCC(=O)O)C(=O)O. Cell line: DU-145. Synergy scores: CSS=12.5, Synergy_ZIP=-7.83, Synergy_Bliss=-4.84, Synergy_Loewe=-15.2, Synergy_HSA=-1.93. (2) Drug 1: CC(CN1CC(=O)NC(=O)C1)N2CC(=O)NC(=O)C2. Drug 2: C1=CC(=CC=C1C#N)C(C2=CC=C(C=C2)C#N)N3C=NC=N3. Cell line: PC-3. Synergy scores: CSS=20.1, Synergy_ZIP=-2.40, Synergy_Bliss=2.86, Synergy_Loewe=2.07, Synergy_HSA=2.49. (3) Drug 1: CS(=O)(=O)CCNCC1=CC=C(O1)C2=CC3=C(C=C2)N=CN=C3NC4=CC(=C(C=C4)OCC5=CC(=CC=C5)F)Cl. Drug 2: C1CN(P(=O)(OC1)NCCCl)CCCl. Cell line: NCI-H322M. Synergy scores: CSS=2.43, Synergy_ZIP=-0.139, Synergy_Bliss=0.459, Synergy_Loewe=1.02, Synergy_HSA=0.612. (4) Drug 1: CC1=C(C=C(C=C1)NC2=NC=CC(=N2)N(C)C3=CC4=NN(C(=C4C=C3)C)C)S(=O)(=O)N.Cl. Drug 2: C1=CC(=CC=C1C#N)C(C2=CC=C(C=C2)C#N)N3C=NC=N3. Cell line: 786-0. Synergy scores: CSS=3.86, Synergy_ZIP=0.328, Synergy_Bliss=3.82, Synergy_Loewe=5.37, Synergy_HSA=4.28. (5) Drug 1: CC(C1=C(C=CC(=C1Cl)F)Cl)OC2=C(N=CC(=C2)C3=CN(N=C3)C4CCNCC4)N. Drug 2: C1=NC(=NC(=O)N1C2C(C(C(O2)CO)O)O)N. Cell line: MALME-3M. Synergy scores: CSS=4.43, Synergy_ZIP=0.0824, Synergy_Bliss=4.28, Synergy_Loewe=-0.0710, Synergy_HSA=0.228. (6) Drug 1: COC1=C(C=C2C(=C1)N=CN=C2NC3=CC(=C(C=C3)F)Cl)OCCCN4CCOCC4. Drug 2: CC(CN1CC(=O)NC(=O)C1)N2CC(=O)NC(=O)C2. Cell line: SF-268. Synergy scores: CSS=25.7, Synergy_ZIP=2.66, Synergy_Bliss=10.6, Synergy_Loewe=7.32, Synergy_HSA=11.9.